Dataset: Forward reaction prediction with 1.9M reactions from USPTO patents (1976-2016). Task: Predict the product of the given reaction. (1) Given the reactants [CH3:1][O:2][C:3]([CH:5]1[CH2:7][N@@:6]1[S:8]([C:11]1[CH:16]=[CH:15][CH:14]=[CH:13][C:12]=1[Cl:17])(=[O:10])=[O:9])=[O:4].[Cl:18][C:19]1[CH:24]=[CH:23][CH:22]=[CH:21][C:20]=1[N:25]=[C:26]=[O:27].[I-].[Na+], predict the reaction product. The product is: [CH3:1][O:2][C:3]([C@@H:5]1[CH2:7][N:6]([S:8]([C:11]2[CH:16]=[CH:15][CH:14]=[CH:13][C:12]=2[Cl:17])(=[O:9])=[O:10])[C:26](=[O:27])[N:25]1[C:20]1[CH:21]=[CH:22][CH:23]=[CH:24][C:19]=1[Cl:18])=[O:4]. (2) Given the reactants [CH3:1][N:2]1[CH2:7][CH2:6][N:5]([C:8]2[CH:9]=[C:10]([NH2:14])[CH:11]=[CH:12][CH:13]=2)[CH2:4][CH2:3]1.[CH2:15]([O:17][C:18]([C:20]1[C:21](=[O:43])[C:22]2[CH:27]=[N:26][C:25](S(C)(=O)=O)=[N:24][C:23]=2[N:32]([C:34]2[CH:35]=[C:36]3[C:40](=[CH:41][CH:42]=2)[CH2:39][CH2:38][CH2:37]3)[CH:33]=1)=[O:19])[CH3:16], predict the reaction product. The product is: [CH2:15]([O:17][C:18]([C:20]1[C:21](=[O:43])[C:22]2[CH:27]=[N:26][C:25]([NH:14][C:10]3[CH:11]=[CH:12][CH:13]=[C:8]([N:5]4[CH2:4][CH2:3][N:2]([CH3:1])[CH2:7][CH2:6]4)[CH:9]=3)=[N:24][C:23]=2[N:32]([C:34]2[CH:35]=[C:36]3[C:40](=[CH:41][CH:42]=2)[CH2:39][CH2:38][CH2:37]3)[CH:33]=1)=[O:19])[CH3:16].